From a dataset of Full USPTO retrosynthesis dataset with 1.9M reactions from patents (1976-2016). Predict the reactants needed to synthesize the given product. (1) Given the product [F:1][C:2]([F:12])([F:13])[CH2:3][CH:4]([CH2:7][C:8]([F:9])([F:10])[F:11])[CH:5]=[O:6], predict the reactants needed to synthesize it. The reactants are: [F:1][C:2]([F:13])([F:12])[CH2:3][CH:4]([CH2:7][C:8]([F:11])([F:10])[F:9])[CH2:5][OH:6].CC(OI1(OC(C)=O)(OC(C)=O)OC(=O)C2C=CC=CC1=2)=O.S([O-])([O-])(=O)=S.[Na+].[Na+].C([O-])(O)=O.[Na+]. (2) Given the product [CH2:5]1[C:6]2([CH2:7][CH2:8][N:9]([CH2:12][C:13]([NH:16][C@@H:17]([CH2:35][O:36][CH2:37][C:38]3[CH:39]=[CH:40][CH:41]=[CH:42][CH:43]=3)[C:18]([NH:20][C:21]3[CH:22]=[CH:23][C:24]([O:27][C:28]4[CH:33]=[CH:32][C:31]([F:34])=[CH:30][CH:29]=4)=[CH:25][CH:26]=3)=[O:19])=[O:15])[CH2:10][CH2:11]2)[CH2:2][O:3][O:4]1, predict the reactants needed to synthesize it. The reactants are: Cl.[CH2:2]1[C:6]2([CH2:11][CH2:10][N:9]([CH2:12][C:13]([OH:15])=O)[CH2:8][CH2:7]2)[CH2:5][O:4][O:3]1.[NH2:16][C@@H:17]([CH2:35][O:36][CH2:37][C:38]1[CH:43]=[CH:42][CH:41]=[CH:40][CH:39]=1)[C:18]([NH:20][C:21]1[CH:26]=[CH:25][C:24]([O:27][C:28]2[CH:33]=[CH:32][C:31]([F:34])=[CH:30][CH:29]=2)=[CH:23][CH:22]=1)=[O:19].